From a dataset of Peptide-MHC class I binding affinity with 185,985 pairs from IEDB/IMGT. Regression. Given a peptide amino acid sequence and an MHC pseudo amino acid sequence, predict their binding affinity value. This is MHC class I binding data. The peptide sequence is KYLFSPNML. The MHC is HLA-B58:01 with pseudo-sequence HLA-B58:01. The binding affinity (normalized) is 0.0847.